Dataset: NCI-60 drug combinations with 297,098 pairs across 59 cell lines. Task: Regression. Given two drug SMILES strings and cell line genomic features, predict the synergy score measuring deviation from expected non-interaction effect. Drug 1: CC(C1=C(C=CC(=C1Cl)F)Cl)OC2=C(N=CC(=C2)C3=CN(N=C3)C4CCNCC4)N. Drug 2: C1=NC2=C(N1)C(=S)N=C(N2)N. Cell line: OVCAR-5. Synergy scores: CSS=43.6, Synergy_ZIP=0.851, Synergy_Bliss=2.17, Synergy_Loewe=-1.83, Synergy_HSA=2.83.